From a dataset of Catalyst prediction with 721,799 reactions and 888 catalyst types from USPTO. Predict which catalyst facilitates the given reaction. Reactant: [Si:1]([O:8][CH:9]([C:14]1[CH:19]=[CH:18][C:17]([N:20]([CH2:26][CH2:27][C:28](OCC)=[O:29])[C:21](=[O:25])[CH2:22][C:23]#[N:24])=[CH:16][CH:15]=1)[C:10]([CH3:13])([CH3:12])[CH3:11])([C:4]([CH3:7])([CH3:6])[CH3:5])([CH3:3])[CH3:2].N12CCCN=C1CCCCC2. Product: [Si:1]([O:8][CH:9]([C:14]1[CH:15]=[CH:16][C:17]([N:20]2[CH2:26][CH2:27][C:28]([OH:29])=[C:22]([C:23]#[N:24])[C:21]2=[O:25])=[CH:18][CH:19]=1)[C:10]([CH3:11])([CH3:13])[CH3:12])([C:4]([CH3:7])([CH3:5])[CH3:6])([CH3:3])[CH3:2]. The catalyst class is: 5.